Predict which catalyst facilitates the given reaction. From a dataset of Catalyst prediction with 721,799 reactions and 888 catalyst types from USPTO. (1) Reactant: [C:1]1([CH:8]=[CH:7][CH:6]=[C:4]([OH:5])[CH:3]=1)[OH:2].[O-]CC.[Na+].Cl[C:14]1[C:15](=[O:26])[C:16]2[C:21]([C:22](=[O:25])[C:23]=1Cl)=[CH:20][CH:19]=[CH:18][CH:17]=2.Cl. Product: [OH:2][C:1]1[CH:8]=[CH:7][C:6]2[C:23]3[C:22](=[O:25])[C:21]4[C:16]([C:15](=[O:26])[C:14]=3[O:5][C:4]=2[CH:3]=1)=[CH:17][CH:18]=[CH:19][CH:20]=4. The catalyst class is: 8. (2) The catalyst class is: 2. Reactant: [CH2:1]([O:3][C:4]([C:6]1[N:7]=[C:8]([CH3:12])[S:9][C:10]=1[NH2:11])=[O:5])[CH3:2].ClS([N:17]=[C:18]=[O:19])(=O)=O. Product: [CH2:1]([O:3][C:4]([C:6]1[N:7]=[C:8]([CH3:12])[S:9][C:10]=1[NH:11][C:18]([NH2:17])=[O:19])=[O:5])[CH3:2]. (3) Reactant: [H-].[Na+].[Br:3][C:4]1[CH:5]=[CH:6][C:7]2[NH:8][C:9]3[C:14]([C:15]=2[CH:16]=1)=[CH:13][C:12]([Br:17])=[CH:11][CH:10]=3.[C:18]([C:22]1[CH:29]=[CH:28][C:25]([CH2:26]Br)=[CH:24][CH:23]=1)([CH3:21])([CH3:20])[CH3:19].O. Product: [C:18]([C:22]1[CH:23]=[CH:24][C:25]([CH2:26][N:8]2[C:7]3[CH:6]=[CH:5][C:4]([Br:3])=[CH:16][C:15]=3[C:14]3[C:9]2=[CH:10][CH:11]=[C:12]([Br:17])[CH:13]=3)=[CH:28][CH:29]=1)([CH3:21])([CH3:20])[CH3:19]. The catalyst class is: 39. (4) The catalyst class is: 127. Reactant: [OH-].[Li+].[NH2:3][C:4]1[C:5]2[C:13](=[O:14])[N:12]([C:15]3[CH:20]=[CH:19][C:18]([C:21]([CH3:27])([CH3:26])[C:22]([O:24]C)=[O:23])=[CH:17][CH:16]=3)[CH2:11][CH2:10][C:6]=2[N:7]=[CH:8][N:9]=1.C(O)(=O)CC(CC(O)=O)(C(O)=O)O. Product: [NH2:3][C:4]1[C:5]2[C:13](=[O:14])[N:12]([C:15]3[CH:16]=[CH:17][C:18]([C:21]([CH3:27])([CH3:26])[C:22]([OH:24])=[O:23])=[CH:19][CH:20]=3)[CH2:11][CH2:10][C:6]=2[N:7]=[CH:8][N:9]=1. (5) Reactant: [Cl:1][C:2]1[CH:7]=[CH:6][C:5]([CH:8](/[C:17](/[F:34])=[C:18](\[F:33])/[CH2:19][C:20]2[CH:25]=[CH:24][CH:23]=[C:22]([O:26][C:27]3[CH:32]=[CH:31][CH:30]=[CH:29][CH:28]=3)[CH:21]=2)[CH2:9][CH:10](O)[CH2:11][Si](C)(C)C)=[CH:4][CH:3]=1. Product: [Cl:1][C:2]1[CH:3]=[CH:4][C:5]([CH:8]([CH2:9][CH:10]=[CH2:11])/[C:17](/[F:34])=[C:18](\[F:33])/[CH2:19][C:20]2[CH:25]=[CH:24][CH:23]=[C:22]([O:26][C:27]3[CH:32]=[CH:31][CH:30]=[CH:29][CH:28]=3)[CH:21]=2)=[CH:6][CH:7]=1. The catalyst class is: 86. (6) The catalyst class is: 4. Product: [F:1][C:2]1[CH:7]=[CH:6][CH:5]=[C:4]([O:8][C:9]2[CH:10]=[N:11][C:12]3[C:17]([CH:18]=2)=[CH:16][CH:15]=[CH:14][C:13]=3[F:19])[C:3]=1[C:20](=[O:24])[C:21](=[O:23])[CH3:22]. Reactant: [F:1][C:2]1[CH:7]=[CH:6][CH:5]=[C:4]([O:8][C:9]2[CH:10]=[N:11][C:12]3[C:17]([CH:18]=2)=[CH:16][CH:15]=[CH:14][C:13]=3[F:19])[C:3]=1[CH:20]([OH:24])[C:21](=[O:23])[CH3:22].CC(OI1(OC(C)=O)(OC(C)=O)OC(=O)C2C=CC=CC1=2)=O. (7) The catalyst class is: 6. Product: [CH3:34][C:28]([C:25]1[CH:26]=[CH:27][CH:22]=[CH:23][CH:24]=1)([CH3:33])[C:29]([OH:31])=[O:30]. Reactant: CO.CC1C=CC(C(C2C=CC(C)=CC=2)(O)C2CCN(CCCC([C:22]3[CH:27]=[CH:26][C:25]([C:28]([CH3:34])([CH3:33])[C:29]([O:31]C)=[O:30])=[CH:24][CH:23]=3)O)CC2)=CC=1.[OH-].[Na+]. (8) Reactant: [C:1]1([CH:7]2[CH2:12][CH2:11][CH2:10][CH2:9][C:8]2=[O:13])[CH:6]=[CH:5][CH:4]=[CH:3][CH:2]=1.[H-].[Na+].[F:16][C:17]([F:36])([F:35])[S:18](N(C1C=CC=CC=1)[S:18]([C:17]([F:36])([F:35])[F:16])(=[O:20])=[O:19])(=[O:20])=[O:19].O. Product: [F:16][C:17]([F:36])([F:35])[S:18]([O:13][C:8]1[CH2:9][CH2:10][CH2:11][CH2:12][C:7]=1[C:1]1[CH:6]=[CH:5][CH:4]=[CH:3][CH:2]=1)(=[O:20])=[O:19]. The catalyst class is: 31.